From a dataset of Peptide-MHC class I binding affinity with 185,985 pairs from IEDB/IMGT. Regression. Given a peptide amino acid sequence and an MHC pseudo amino acid sequence, predict their binding affinity value. This is MHC class I binding data. (1) The peptide sequence is YFSGIMVRL. The MHC is HLA-B58:01 with pseudo-sequence HLA-B58:01. The binding affinity (normalized) is 0.0847. (2) The peptide sequence is TSEKYSKGYK. The MHC is HLA-A33:01 with pseudo-sequence HLA-A33:01. The binding affinity (normalized) is 0. (3) The peptide sequence is GIHHPSNSK. The MHC is HLA-A68:01 with pseudo-sequence HLA-A68:01. The binding affinity (normalized) is 0. (4) The peptide sequence is ATFEAVLAK. The MHC is BoLA-D18.4 with pseudo-sequence BoLA-D18.4. The binding affinity (normalized) is 0.287. (5) The peptide sequence is RTFSILNRK. The MHC is HLA-A80:01 with pseudo-sequence HLA-A80:01. The binding affinity (normalized) is 0.0847.